From a dataset of Full USPTO retrosynthesis dataset with 1.9M reactions from patents (1976-2016). Predict the reactants needed to synthesize the given product. (1) Given the product [CH2:29]([NH:28][C:26](=[O:27])[C:25]1[CH:36]=[CH:37][N:38]=[C:23]([NH:22][C:14](=[O:15])[C:13]2[CH:17]=[C:18]([F:21])[CH:19]=[CH:20][C:12]=2[Cl:11])[CH:24]=1)[C:30]1[CH:35]=[CH:34][CH:33]=[CH:32][CH:31]=1, predict the reactants needed to synthesize it. The reactants are: FC1C=CC=CC=1C(Cl)=O.[Cl:11][C:12]1[CH:20]=[CH:19][C:18]([F:21])=[CH:17][C:13]=1[C:14](Cl)=[O:15].[NH2:22][C:23]1[CH:24]=[C:25]([CH:36]=[CH:37][N:38]=1)[C:26]([NH:28][CH2:29][C:30]1[CH:35]=[CH:34][CH:33]=[CH:32][CH:31]=1)=[O:27]. (2) The reactants are: [Cl:1][C:2]1[CH:7]=[C:6](Cl)[N:5]=[C:4]([S:9][CH2:10][C:11]2[CH:16]=[CH:15][CH:14]=[C:13]([F:17])[C:12]=2[F:18])[N:3]=1.[H-].[Na+].[OH2:21].[CH3:22]O. Given the product [Cl:1][C:2]1[CH:7]=[C:6]([O:21][CH3:22])[N:5]=[C:4]([S:9][CH2:10][C:11]2[CH:16]=[CH:15][CH:14]=[C:13]([F:17])[C:12]=2[F:18])[N:3]=1, predict the reactants needed to synthesize it. (3) Given the product [Cl:1][C:2]1[N:3]=[C:4]([N:13]2[CH2:18][CH2:17][O:16][CH2:15][CH2:14]2)[C:5]2[S:10][C:9]([CH2:11][N:27]3[CH2:26][CH2:25][N:24]([CH:21]4[CH2:22][CH2:23][O:19][CH2:20]4)[CH2:29][CH2:28]3)=[CH:8][C:6]=2[N:7]=1, predict the reactants needed to synthesize it. The reactants are: [Cl:1][C:2]1[N:3]=[C:4]([N:13]2[CH2:18][CH2:17][O:16][CH2:15][CH2:14]2)[C:5]2[S:10][C:9]([CH:11]=O)=[CH:8][C:6]=2[N:7]=1.[O:19]1[CH2:23][CH2:22][CH:21]([N:24]2[CH2:29][CH2:28][NH:27][CH2:26][CH2:25]2)[CH2:20]1. (4) Given the product [NH:12]1[CH2:15][CH:14]([NH:16][C:17]([C:19]2[N:20]=[C:21]([N:24]3[CH2:27][CH:26]([S:28][C:29]4[C@H:30]([CH3:53])[C@@H:31]5[C@@H:48]([C@H:49]([OH:51])[CH3:50])[C:47](=[O:52])[N:32]5[C:33]=4[C:34]([OH:36])=[O:35])[CH2:25]3)[S:22][CH:23]=2)=[O:18])[CH2:13]1, predict the reactants needed to synthesize it. The reactants are: [N+](C1C=CC(COC([N:12]2[CH2:15][CH:14]([NH:16][C:17]([C:19]3[N:20]=[C:21]([N:24]4[CH2:27][CH:26]([S:28][C:29]5[C@H:30]([CH3:53])[C@@H:31]6[C@@H:48]([C@H:49]([OH:51])[CH3:50])[C:47](=[O:52])[N:32]6[C:33]=5[C:34]([O:36]CC5C=CC([N+]([O-])=O)=CC=5)=[O:35])[CH2:25]4)[S:22][CH:23]=3)=[O:18])[CH2:13]2)=O)=CC=1)([O-])=O.